Dataset: Reaction yield outcomes from USPTO patents with 853,638 reactions. Task: Predict the reaction yield, written as a fraction of the theoretical maximum amount of product (1.0 means a 100% yield; for example, 0.34 means a 34% yield). (1) The reactants are F[C:2]1[CH:11]=[CH:10][CH:9]=[C:8]2[C:3]=1[CH:4]=[N:5][C:6]([CH3:12])=[N:7]2.[NH:13]1[CH2:19][CH2:18][CH2:17][NH:16][CH2:15][CH2:14]1.C(N(CC)CC)C. The catalyst is CN(C=O)C. The product is [N:13]1([C:2]2[CH:11]=[CH:10][CH:9]=[C:8]3[C:3]=2[CH:4]=[N:5][C:6]([CH3:12])=[N:7]3)[CH2:19][CH2:18][CH2:17][NH:16][CH2:15][CH2:14]1. The yield is 0.350. (2) The reactants are [C:1]([O:4][C:5](=[O:7])[CH3:6])(=O)[CH3:2].[CH3:8][C:9]1C(C)=[N+:13]([O-])[C:12]([C:17]#[N:18])=[CH:11][CH:10]=1.C(=O)(O)[O-].[Na+]. No catalyst specified. The product is [C:5]([O:4][CH2:1][C:2]1[C:9]([CH3:8])=[CH:10][CH:11]=[C:12]([C:17]#[N:18])[N:13]=1)(=[O:7])[CH3:6]. The yield is 0.670. (3) The reactants are [NH2:1][C:2]1[CH:3]=[C:4]([CH:21]=[CH:22][CH:23]=1)[O:5][C:6]1[CH:7]=[CH:8][C:9]2[N:10]([CH:12]=[C:13]([NH:15][C:16]([CH:18]3[CH2:20][CH2:19]3)=[O:17])[N:14]=2)[N:11]=1.[F:24][C:25]1[CH:33]=[CH:32][C:31]([C:34]([F:37])([F:36])[F:35])=[CH:30][C:26]=1[C:27](O)=[O:28].ON1C2C=CC=CC=2N=N1.Cl.C(N=C=NCCCN(C)C)C. The catalyst is CN(C)C=O. The product is [CH:18]1([C:16]([NH:15][C:13]2[N:14]=[C:9]3[CH:8]=[CH:7][C:6]([O:5][C:4]4[CH:3]=[C:2]([NH:1][C:27](=[O:28])[C:26]5[CH:30]=[C:31]([C:34]([F:35])([F:36])[F:37])[CH:32]=[CH:33][C:25]=5[F:24])[CH:23]=[CH:22][CH:21]=4)=[N:11][N:10]3[CH:12]=2)=[O:17])[CH2:20][CH2:19]1. The yield is 0.400. (4) The reactants are [Cl:1][C:2]1[CH:10]=[C:6]([C:7]([OH:9])=O)[C:5]([OH:11])=[CH:4][CH:3]=1.[NH2:12][C:13]1[S:14][CH:15]=[C:16]([C:18]2[CH:23]=[CH:22][C:21]([O:24][CH3:25])=[CH:20][CH:19]=2)[N:17]=1. No catalyst specified. The product is [Cl:1][C:2]1[CH:3]=[CH:4][C:5]([OH:11])=[C:6]([CH:10]=1)[C:7]([NH:12][C:13]1[S:14][CH:15]=[C:16]([C:18]2[CH:19]=[CH:20][C:21]([O:24][CH3:25])=[CH:22][CH:23]=2)[N:17]=1)=[O:9]. The yield is 0.164.